The task is: Regression. Given two drug SMILES strings and cell line genomic features, predict the synergy score measuring deviation from expected non-interaction effect.. This data is from NCI-60 drug combinations with 297,098 pairs across 59 cell lines. (1) Cell line: M14. Drug 1: CC(C)(C#N)C1=CC(=CC(=C1)CN2C=NC=N2)C(C)(C)C#N. Drug 2: CCN(CC)CCCC(C)NC1=C2C=C(C=CC2=NC3=C1C=CC(=C3)Cl)OC. Synergy scores: CSS=6.21, Synergy_ZIP=-3.99, Synergy_Bliss=-3.55, Synergy_Loewe=-5.09, Synergy_HSA=-3.36. (2) Drug 1: CC12CCC3C(C1CCC2=O)CC(=C)C4=CC(=O)C=CC34C. Drug 2: CCCS(=O)(=O)NC1=C(C(=C(C=C1)F)C(=O)C2=CNC3=C2C=C(C=N3)C4=CC=C(C=C4)Cl)F. Cell line: CCRF-CEM. Synergy scores: CSS=57.5, Synergy_ZIP=1.80, Synergy_Bliss=4.08, Synergy_Loewe=0.598, Synergy_HSA=1.42. (3) Drug 1: CC1=C(C(=CC=C1)Cl)NC(=O)C2=CN=C(S2)NC3=CC(=NC(=N3)C)N4CCN(CC4)CCO. Drug 2: C1CN(CCN1C(=O)CCBr)C(=O)CCBr. Cell line: SR. Synergy scores: CSS=61.1, Synergy_ZIP=1.33, Synergy_Bliss=2.51, Synergy_Loewe=3.15, Synergy_HSA=2.91. (4) Drug 1: CC(C)(C#N)C1=CC(=CC(=C1)CN2C=NC=N2)C(C)(C)C#N. Drug 2: C1=NC2=C(N=C(N=C2N1C3C(C(C(O3)CO)O)F)Cl)N. Cell line: NCI-H522. Synergy scores: CSS=-3.18, Synergy_ZIP=1.16, Synergy_Bliss=0.245, Synergy_Loewe=-13.0, Synergy_HSA=-7.93.